From a dataset of Forward reaction prediction with 1.9M reactions from USPTO patents (1976-2016). Predict the product of the given reaction. (1) Given the reactants [NH2:1][CH2:2][CH2:3][C:4]([O:6][C:7]([CH3:10])([CH3:9])[CH3:8])=[O:5].S(O[NH:22][CH2:23][CH2:24][C:25]([O:27][C:28]([CH3:31])([CH3:30])[CH3:29])=[O:26])(C1C=CC(C)=CC=1)(=O)=O, predict the reaction product. The product is: [NH:22]([CH2:23][CH2:24][C:25]([O:27][C:28]([CH3:31])([CH3:30])[CH3:29])=[O:26])[NH:1][CH2:2][CH2:3][C:4]([O:6][C:7]([CH3:10])([CH3:9])[CH3:8])=[O:5]. (2) The product is: [CH:13]1[C:14]([OH:8])=[CH:15][CH:16]=[C:17]([CH3:18])[CH:12]=1.[CH:1]([C:24]1[CH:23]=[CH:22][CH:21]=[CH:20][C:19]=1[CH:18]=[CH2:17])=[CH2:2]. Given the reactants [C:1](N(CCO)CC[OH:8])(C)(C)[CH3:2].[CH2:12]1[CH:17]([CH2:18][CH:19]2[CH2:24][CH2:23][CH:22](N=C=O)[CH2:21][CH2:20]2)[CH2:16][CH2:15][CH:14](N=C=O)[CH2:13]1, predict the reaction product. (3) The product is: [OH:2][C:3]1[N:8]=[C:7]([CH2:9][N:10]2[CH:14]=[CH:13][N:12]=[C:11]2[C:15]2[CH:16]=[CH:17][C:18]([N:21]3[C:27](=[O:28])[CH2:26][C:25](=[O:29])[NH:24][C:23]4[C:30]5[C:35]([CH:36]=[CH:37][C:22]3=4)=[CH:34][CH:33]=[CH:32][CH:31]=5)=[CH:19][CH:20]=2)[CH:6]=[CH:5][CH:4]=1. Given the reactants C[O:2][C:3]1[N:8]=[C:7]([CH2:9][N:10]2[CH:14]=[CH:13][N:12]=[C:11]2[C:15]2[CH:20]=[CH:19][C:18]([N:21]3[C:27](=[O:28])[CH2:26][C:25](=[O:29])[NH:24][C:23]4[C:30]5[C:35]([CH:36]=[CH:37][C:22]3=4)=[CH:34][CH:33]=[CH:32][CH:31]=5)=[CH:17][CH:16]=2)[CH:6]=[CH:5][CH:4]=1.Cl[Si](C)(C)C.[I-].[Na+], predict the reaction product. (4) Given the reactants [CH2:1]([O:3][C:4]1[CH:5]=[C:6]([C:20]2[CH:25]=[CH:24][C:23]([CH2:26][C:27]([OH:29])=O)=[C:22]([F:30])[CH:21]=2)[CH:7]=[N:8][C:9]=1[O:10][CH2:11][C:12]1[CH:17]=[CH:16][C:15]([O:18][CH3:19])=[CH:14][CH:13]=1)[CH3:2].[CH3:31][N:32]([CH3:47])[CH2:33][CH2:34][O:35][C:36]1[CH:37]=[C:38]([CH:40]=[C:41]([C:43]([F:46])([F:45])[F:44])[CH:42]=1)[NH2:39].C(P1(=O)OP(CCC)(=O)OP(CCC)(=O)O1)CC, predict the reaction product. The product is: [CH3:31][N:32]([CH3:47])[CH2:33][CH2:34][O:35][C:36]1[CH:37]=[C:38]([NH:39][C:27](=[O:29])[CH2:26][C:23]2[CH:24]=[CH:25][C:20]([C:6]3[CH:7]=[N:8][C:9]([O:10][CH2:11][C:12]4[CH:17]=[CH:16][C:15]([O:18][CH3:19])=[CH:14][CH:13]=4)=[C:4]([O:3][CH2:1][CH3:2])[CH:5]=3)=[CH:21][C:22]=2[F:30])[CH:40]=[C:41]([C:43]([F:44])([F:45])[F:46])[CH:42]=1.